This data is from Full USPTO retrosynthesis dataset with 1.9M reactions from patents (1976-2016). The task is: Predict the reactants needed to synthesize the given product. (1) Given the product [F:56][C:55]([F:58])([F:57])[C:53]([O-:59])=[O:54].[C:1]([C:3]1[CH:52]=[CH:51][CH:50]=[CH:49][C:4]=1[CH2:5][N:6]1[CH2:11][CH2:10][CH2:9][C@@H:8]([NH:12][C:13]([C:15]2[CH:16]=[C:17]3[C:21](=[CH:22][CH:23]=2)[NH:20][N:19]=[C:18]3[C:43]2[CH:44]=[CH:45][NH+:46]=[CH:47][CH:48]=2)=[O:14])[CH2:7]1)#[N:2], predict the reactants needed to synthesize it. The reactants are: [C:1]([C:3]1[CH:52]=[CH:51][CH:50]=[CH:49][C:4]=1[CH2:5][N:6]1[CH2:11][CH2:10][CH2:9][C@@H:8]([NH:12][C:13]([C:15]2[CH:16]=[C:17]3[C:21](=[CH:22][CH:23]=2)[N:20](C(C2C=CC=CC=2)(C2C=CC=CC=2)C2C=CC=CC=2)[N:19]=[C:18]3[C:43]2[CH:48]=[CH:47][N:46]=[CH:45][CH:44]=2)=[O:14])[CH2:7]1)#[N:2].[C:53]([OH:59])([C:55]([F:58])([F:57])[F:56])=[O:54]. (2) Given the product [CH3:26][C:23]([O:22][C:21]([N:20]([C:28]1[S:29][C:30]([Sn:37]([CH2:38][CH2:39][CH2:40][CH3:41])([CH2:42][CH2:43][CH2:44][CH3:45])[CH2:33][CH2:34][CH2:35][CH3:36])=[CH:31][N:32]=1)[C:18](=[O:19])[O:17][C:14]([CH3:13])([CH3:15])[CH3:16])=[O:27])([CH3:24])[CH3:25], predict the reactants needed to synthesize it. The reactants are: C([Li])CCC.C(NC(C)C)(C)C.[CH3:13][C:14]([O:17][C:18]([N:20]([C:28]1[S:29][CH:30]=[CH:31][N:32]=1)[C:21](=[O:27])[O:22][C:23]([CH3:26])([CH3:25])[CH3:24])=[O:19])([CH3:16])[CH3:15].[CH2:33]([Sn:37](Cl)([CH2:42][CH2:43][CH2:44][CH3:45])[CH2:38][CH2:39][CH2:40][CH3:41])[CH2:34][CH2:35][CH3:36]. (3) Given the product [CH3:22][O:21][C:13]1[CH:12]=[C:11]([C:9]2[O:10][C:3]3[C:4](=[N:5][CH:6]=[CH:7][C:2]=3[C:35]3[CH:34]=[CH:33][C:32]([NH:31][C:23](=[O:30])[C:24]4[CH:29]=[CH:28][CH:27]=[CH:26][CH:25]=4)=[CH:37][CH:36]=3)[CH:8]=2)[CH:16]=[C:15]([O:17][CH3:18])[C:14]=1[O:19][CH3:20], predict the reactants needed to synthesize it. The reactants are: Cl[C:2]1[CH:7]=[CH:6][N:5]=[C:4]2[CH:8]=[C:9]([C:11]3[CH:16]=[C:15]([O:17][CH3:18])[C:14]([O:19][CH3:20])=[C:13]([O:21][CH3:22])[CH:12]=3)[O:10][C:3]=12.[C:23]([NH:31][C:32]1[CH:37]=[CH:36][C:35](B(O)O)=[CH:34][CH:33]=1)(=[O:30])[C:24]1[CH:29]=[CH:28][CH:27]=[CH:26][CH:25]=1. (4) Given the product [CH3:1][O:2][C:3]([C:5]1[C:13]([NH:14][C:15]2[CH:16]=[CH:17][C:18]([Br:29])=[CH:19][CH:20]=2)=[C:12]([Cl:21])[C:8]2[N:9]=[CH:10][NH:11][C:7]=2[CH:6]=1)=[O:4], predict the reactants needed to synthesize it. The reactants are: [CH3:1][O:2][C:3]([C:5]1[C:13]([NH:14][C:15]2[CH:20]=[CH:19][CH:18]=[CH:17][CH:16]=2)=[C:12]([Cl:21])[C:8]2[N:9]=[CH:10][NH:11][C:7]=2[CH:6]=1)=[O:4].C1C(=O)N([Br:29])C(=O)C1. (5) The reactants are: [C:1]12[CH:24]=[C:22]3[N:23]=[C:19]([CH:20]=[CH:21]3)[CH:18]=[C:16]3[NH:17][C:13]([CH:14]=[CH:15]3)=[CH:12][C:10]3=[N:11][C:7]([CH:8]=[CH:9]3)=[CH:6][C:4]([NH:5]1)=[CH:3][CH:2]=2.C/C(/[O-])=C/C(C)=O.C/C(/[O-])=C/C(C)=O.[Ni+2:39].CCOC(C)=O.C(Cl)Cl. Given the product [Ni:39].[C:1]12[CH:24]=[C:22]3[N:23]=[C:19]([CH:20]=[CH:21]3)[CH:18]=[C:16]3[NH:17][C:13]([CH:14]=[CH:15]3)=[CH:12][C:10]3=[N:11][C:7]([CH:8]=[CH:9]3)=[CH:6][C:4]([NH:5]1)=[CH:3][CH:2]=2, predict the reactants needed to synthesize it. (6) Given the product [C:20]([C:6]1[CH:5]=[CH:4][C:3]([CH:1]=[O:2])=[CH:8][CH:7]=1)#[C:21][CH2:22][CH2:23][CH2:24][CH2:25][CH3:26], predict the reactants needed to synthesize it. The reactants are: [CH:1]([C:3]1[CH:8]=[CH:7][C:6](OS(C2C=CC(C)=CC=2)(=O)=O)=[CH:5][CH:4]=1)=[O:2].[CH:20]#[C:21][CH2:22][CH2:23][CH2:24][CH2:25][CH3:26]. (7) Given the product [NH2:29][C:24]1[CH:25]=[CH:26][CH:27]=[CH:28][C:23]=1[NH:30][C:18](=[O:20])[C:17]1[CH:16]=[CH:15][C:14]([CH2:13][NH:12][C:9]2[CH:10]=[CH:11][C:5]3[S:4][C:3]([NH:2][CH3:1])=[N:7][C:6]=3[CH:8]=2)=[CH:22][CH:21]=1, predict the reactants needed to synthesize it. The reactants are: [CH3:1][NH:2][C:3]1[S:4][C:5]2[CH:11]=[CH:10][C:9]([NH:12][CH2:13][C:14]3[CH:22]=[CH:21][C:17]([C:18]([OH:20])=O)=[CH:16][CH:15]=3)=[CH:8][C:6]=2[N:7]=1.[C:23]1([NH2:30])[CH:28]=[CH:27][CH:26]=[CH:25][C:24]=1[NH2:29].F[P-](F)(F)(F)(F)F.N1(O[P+](N(C)C)(N(C)C)N(C)C)C2C=CC=CC=2N=N1.C(N(CC)CC)C. (8) Given the product [CH:1]([N:4]([CH3:45])[C@@H:5]1[CH2:10][CH2:9][C@H:8]([N:11]2[CH2:15][CH2:14][C@H:13]([CH2:16][C:17]3([C:22]4[CH:27]=[CH:26][CH:25]=[C:24]([C:28]([F:31])([F:29])[F:30])[CH:23]=4)[O:21][CH2:20][CH2:19][O:18]3)[C:12]2=[O:32])[C@H:7]([CH2:33][S:34]([C:37]2[CH:42]=[CH:41][CH:40]=[CH:39][CH:38]=2)(=[O:35])=[O:36])[CH2:6]1)([CH3:3])[CH3:2], predict the reactants needed to synthesize it. The reactants are: [CH:1]([NH:4][C@@H:5]1[CH2:10][CH2:9][C@H:8]([N:11]2[CH2:15][CH2:14][C@H:13]([CH2:16][C:17]3([C:22]4[CH:27]=[CH:26][CH:25]=[C:24]([C:28]([F:31])([F:30])[F:29])[CH:23]=4)[O:21][CH2:20][CH2:19][O:18]3)[C:12]2=[O:32])[C@H:7]([CH2:33][S:34]([C:37]2[CH:42]=[CH:41][CH:40]=[CH:39][CH:38]=2)(=[O:36])=[O:35])[CH2:6]1)([CH3:3])[CH3:2].C=O.[C:45]([BH3-])#N.[Na+]. (9) Given the product [CH:1]1([N:4]([C@@H:24]([C:26]2[S:27][C:28]([C:39]3[CH:40]=[CH:41][CH:42]=[CH:43][CH:44]=3)=[C:29]([CH2:31][CH2:32][CH2:33][NH:34][C:35]([O:37][CH3:38])=[O:36])[CH:30]=2)[CH3:25])[C:5]([C@H:7]2[CH2:12][NH:11][CH2:10][C@@H:9]([C:20]([O:22][CH3:23])=[O:21])[O:8]2)=[O:6])[CH2:3][CH2:2]1, predict the reactants needed to synthesize it. The reactants are: [CH:1]1([N:4]([C@@H:24]([C:26]2[S:27][C:28]([C:39]3[CH:44]=[CH:43][CH:42]=[CH:41][CH:40]=3)=[C:29]([CH2:31][CH2:32][CH2:33][NH:34][C:35]([O:37][CH3:38])=[O:36])[CH:30]=2)[CH3:25])[C:5]([C@H:7]2[CH2:12][N:11](C(OC(C)(C)C)=O)[CH2:10][C@@H:9]([C:20]([O:22][CH3:23])=[O:21])[O:8]2)=[O:6])[CH2:3][CH2:2]1.N1C(C)=CC=CC=1C.FC(F)(F)S(O[Si](C)(C)C)(=O)=O.C(=O)([O-])O.[Na+]. (10) Given the product [Cl:1][C:2]1[N:7]=[C:6]([C:8]2[S:12][C:11]([N:13]3[CH2:14][CH2:15][O:16][CH2:17][CH2:18]3)=[N:10][C:9]=2[C:19]2[C:20]([F:26])=[C:21]([NH:22][S:38]([C:34]3[O:33][CH:37]=[CH:36][CH:35]=3)(=[O:40])=[O:39])[CH:23]=[CH:24][CH:25]=2)[CH:5]=[CH:4][N:3]=1, predict the reactants needed to synthesize it. The reactants are: [Cl:1][C:2]1[N:7]=[C:6]([C:8]2[S:12][C:11]([N:13]3[CH2:18][CH2:17][O:16][CH2:15][CH2:14]3)=[N:10][C:9]=2[C:19]2[C:20]([F:26])=[C:21]([CH:23]=[CH:24][CH:25]=2)[NH2:22])[CH:5]=[CH:4][N:3]=1.N1C=CC=CC=1.[O:33]1[CH:37]=[CH:36][CH:35]=[C:34]1[S:38](Cl)(=[O:40])=[O:39].